This data is from Full USPTO retrosynthesis dataset with 1.9M reactions from patents (1976-2016). The task is: Predict the reactants needed to synthesize the given product. (1) Given the product [Br:1][C:2]1[CH:29]=[CH:28][C:27]([F:30])=[CH:26][C:3]=1[O:4][CH:5]1[CH2:10][CH2:9][N:8]([C:11]2[N:12]=[CH:13][C:14]3[N:19]=[N:18][N:17]([CH2:20][C:21]([OH:23])=[O:22])[C:15]=3[N:16]=2)[CH2:7][CH2:6]1, predict the reactants needed to synthesize it. The reactants are: [Br:1][C:2]1[CH:29]=[CH:28][C:27]([F:30])=[CH:26][C:3]=1[O:4][CH:5]1[CH2:10][CH2:9][N:8]([C:11]2[N:12]=[CH:13][C:14]3[N:19]=[N:18][N:17]([CH2:20][C:21]([O:23]CC)=[O:22])[C:15]=3[N:16]=2)[CH2:7][CH2:6]1.[OH-].[Na+]. (2) Given the product [I:36][C:37]1[CH:38]=[CH:39][CH:40]=[C:41]2[C:45]=1[C:44](=[O:46])[NH:43][CH2:42]2, predict the reactants needed to synthesize it. The reactants are: NC1C=CC(C)=C2C=1C(=O)NC2.NC1C=CC=C2C=1C(=O)NC2.[I-].[K+].II.[N+]([O-])(OC(C)(C)C)=O.[I:36][C:37]1[CH:38]=[CH:39][C:40](C)=[C:41]2[C:45]=1[C:44](=[O:46])[NH:43][CH2:42]2. (3) Given the product [S:15]1[CH:16]=[CH:17][N:18]=[C:14]1[NH:13][C:7]1[C:6]2[C:10](=[CH:11][CH:12]=[C:4]([NH2:1])[CH:5]=2)[NH:9][N:8]=1, predict the reactants needed to synthesize it. The reactants are: [N+:1]([C:4]1[CH:5]=[C:6]2[C:10](=[CH:11][CH:12]=1)[NH:9][N:8]=[C:7]2[NH:13][C:14]1[S:15][CH:16]=[CH:17][N:18]=1)([O-])=O.Cl. (4) Given the product [Cl:15][C:16]1[CH:17]=[C:18]([N:22]2[CH2:27][CH2:26][N:25]([C:12]([C:8]3[C:7]([C:1]4[CH:2]=[CH:3][CH:4]=[CH:5][CH:6]=4)=[CH:11][NH:10][CH:9]=3)=[O:14])[CH2:24][CH2:23]2)[CH:19]=[CH:20][CH:21]=1, predict the reactants needed to synthesize it. The reactants are: [C:1]1([C:7]2[C:8]([C:12]([OH:14])=O)=[CH:9][NH:10][CH:11]=2)[CH:6]=[CH:5][CH:4]=[CH:3][CH:2]=1.[Cl:15][C:16]1[CH:17]=[C:18]([N:22]2[CH2:27][CH2:26][NH:25][CH2:24][CH2:23]2)[CH:19]=[CH:20][CH:21]=1.Cl.CN(C)CCCN=C=NCC.O.ON1C2C=CC=CC=2N=N1. (5) Given the product [F:14][C:15]1[CH:20]=[C:19]([N+:21]([O-:23])=[O:22])[C:18]([CH3:24])=[CH:17][C:16]=1[N:7]1[C:3](=[O:13])[C:4]2[C:5](=[CH:9][CH:10]=[CH:11][CH:12]=2)[C:6]1=[O:8], predict the reactants needed to synthesize it. The reactants are: [H-].[Na+].[C:3]1(=[O:13])[NH:7][C:6](=[O:8])[C:5]2=[CH:9][CH:10]=[CH:11][CH:12]=[C:4]12.[F:14][C:15]1[CH:20]=[C:19]([N+:21]([O-:23])=[O:22])[C:18]([CH3:24])=[CH:17][C:16]=1F.Cl.